Dataset: Forward reaction prediction with 1.9M reactions from USPTO patents (1976-2016). Task: Predict the product of the given reaction. (1) Given the reactants [Br-].[CH2:2]([P+](C1C=CC=CC=1)(C1C=CC=CC=1)C1C=CC=CC=1)[CH2:3][C:4]1[CH:9]=[CH:8][CH:7]=[CH:6][CH:5]=1.[Li]CCCC.[CH3:34]/[C:35](/[CH2:39][CH2:40][CH:41]=[C:42]([CH3:44])[CH3:43])=[CH:36]\[CH:37]=O, predict the reaction product. The product is: [CH3:34]/[C:35](/[CH2:39][CH2:40][CH:41]=[C:42]([CH3:44])[CH3:43])=[CH:36]\[CH:37]=[CH:2][CH2:3][C:4]1[CH:5]=[CH:6][CH:7]=[CH:8][CH:9]=1. (2) Given the reactants [C:1](Cl)(=[O:9])[O:2][C:3]1[CH:8]=[CH:7][CH:6]=[CH:5][CH:4]=1.[NH2:11][C:12]1[S:13][C:14]2[CH:20]=[C:19]([S:21][C:22]#[N:23])[CH:18]=[CH:17][C:15]=2[N:16]=1.C(=O)([O-])O.[Na+], predict the reaction product. The product is: [C:3]1([O:2][C:1](=[O:9])[NH:11][C:12]2[S:13][C:14]3[CH:20]=[C:19]([S:21][C:22]#[N:23])[CH:18]=[CH:17][C:15]=3[N:16]=2)[CH:8]=[CH:7][CH:6]=[CH:5][CH:4]=1.